From a dataset of Forward reaction prediction with 1.9M reactions from USPTO patents (1976-2016). Predict the product of the given reaction. Given the reactants C[C:2]([O-:5])(C)C.[Na+].Br[C:8]1[CH:13]=[CH:12][CH:11]=[CH:10][C:9]=1/[CH:14]=[C:15](\Br)/[C:16]1[CH:21]=[CH:20][CH:19]=[CH:18][CH:17]=1.[CH3:23][O:24][C:25]1[CH:32]=[CH:31][C:28]([CH2:29][NH2:30])=[CH:27][CH:26]=1, predict the reaction product. The product is: [CH3:23][O:24][C:25]1[CH:32]=[CH:31][C:28]([CH2:29][N:30]2[C:15]([C:16]3[CH:21]=[CH:20][CH:19]=[CH:18][CH:17]=3)=[CH:14][C:9]3[C:8](=[CH:13][CH:12]=[CH:11][CH:10]=3)[C:2]2=[O:5])=[CH:27][CH:26]=1.